Dataset: Forward reaction prediction with 1.9M reactions from USPTO patents (1976-2016). Task: Predict the product of the given reaction. (1) Given the reactants [CH2:1]([N:8]1[CH:12]=[C:11]([CH2:13][OH:14])[C:10]([O:15][CH2:16][C:17]2[CH:22]=[CH:21][CH:20]=[C:19]([O:23][CH2:24][C:25]3[N:26]=[C:27]([C:31]4[O:32][CH:33]=[CH:34][CH:35]=4)[O:28][C:29]=3[CH3:30])[CH:18]=2)=[N:9]1)[C:2]1[CH:7]=[CH:6][CH:5]=[CH:4][CH:3]=1, predict the reaction product. The product is: [CH2:1]([N:8]1[CH:12]=[C:11]([CH:13]=[O:14])[C:10]([O:15][CH2:16][C:17]2[CH:22]=[CH:21][CH:20]=[C:19]([O:23][CH2:24][C:25]3[N:26]=[C:27]([C:31]4[O:32][CH:33]=[CH:34][CH:35]=4)[O:28][C:29]=3[CH3:30])[CH:18]=2)=[N:9]1)[C:2]1[CH:7]=[CH:6][CH:5]=[CH:4][CH:3]=1. (2) Given the reactants Br[C:2]1[S:6][C:5]([CH:7]=[O:8])=[CH:4][C:3]=1[C:9]1[C:10]([F:15])=[N:11][CH:12]=[CH:13][CH:14]=1.[SH:16][C:17]1[CH:22]=[CH:21][N:20]=[CH:19][CH:18]=1.C(=O)([O-])[O-].[K+].[K+], predict the reaction product. The product is: [F:15][C:10]1[C:9]([C:3]2[CH:4]=[C:5]([CH:7]=[O:8])[S:6][C:2]=2[S:16][C:17]2[CH:22]=[CH:21][N:20]=[CH:19][CH:18]=2)=[CH:14][CH:13]=[CH:12][N:11]=1. (3) Given the reactants C[O:2][C:3](=[O:29])[C:4]1[CH:27]=[CH:26][C:7]([C:8]([NH:10][CH2:11][C:12]2[CH:17]=[CH:16][CH:15]=[C:14]([O:18][Si:19]([C:22]([CH3:25])([CH3:24])[CH3:23])([CH3:21])[CH3:20])[CH:13]=2)=[O:9])=[CH:6][C:5]=1[Cl:28].[OH-].C[Sn+](C)C, predict the reaction product. The product is: [C:22]([Si:19]([CH3:21])([CH3:20])[O:18][C:14]1[CH:13]=[C:12]([CH:17]=[CH:16][CH:15]=1)[CH2:11][NH:10][C:8](=[O:9])[C:7]1[CH:26]=[CH:27][C:4]([C:3]([OH:29])=[O:2])=[C:5]([Cl:28])[CH:6]=1)([CH3:25])([CH3:24])[CH3:23]. (4) Given the reactants [Br:1][C:2]1[C:3]([F:20])=[CH:4][C:5]2[O:11][CH2:10][CH2:9][N:8]3[C:12](I)=[C:13]([C:15]([NH2:17])=[O:16])[N:14]=[C:7]3[C:6]=2[CH:19]=1.CC1(C)C(C)(C)OB([C:29]2[CH:33]=[CH:32][NH:31][N:30]=2)O1, predict the reaction product. The product is: [Br:1][C:2]1[C:3]([F:20])=[CH:4][C:5]2[O:11][CH2:10][CH2:9][N:8]3[C:12]([C:29]4[CH:33]=[CH:32][NH:31][N:30]=4)=[C:13]([C:15]([NH2:17])=[O:16])[N:14]=[C:7]3[C:6]=2[CH:19]=1. (5) Given the reactants [CH2:1]([N:8]1[CH2:13][CH2:12][C:11]([S:21]([C:24]2[CH:29]=[CH:28][C:27]([C:30]3[CH:35]=[CH:34][C:33]([O:36][C:37]([F:42])([F:41])[CH:38]([F:40])[F:39])=[CH:32][CH:31]=3)=[CH:26][CH:25]=2)(=[O:23])=[O:22])([C:14](OC(C)(C)C)=[O:15])[CH2:10][CH2:9]1)[C:2]1C=CC=C[CH:3]=1.C(N(CC)CC)C.F[B-](F)(F)F.N1(OC(N(C)C)=[N+](C)C)C2C=CC=CC=2N=N1.[O:72]1[CH2:77][CH2:76][CH2:75][CH2:74][CH:73]1[O:78][NH2:79], predict the reaction product. The product is: [CH:1]1([N:8]2[CH2:13][CH2:12][C:11]([S:21]([C:24]3[CH:25]=[CH:26][C:27]([C:30]4[CH:31]=[CH:32][C:33]([O:36][C:37]([F:41])([F:42])[CH:38]([F:39])[F:40])=[CH:34][CH:35]=4)=[CH:28][CH:29]=3)(=[O:23])=[O:22])([C:14]([NH:79][O:78][CH:73]3[CH2:74][CH2:75][CH2:76][CH2:77][O:72]3)=[O:15])[CH2:10][CH2:9]2)[CH2:2][CH2:3]1.